Dataset: Forward reaction prediction with 1.9M reactions from USPTO patents (1976-2016). Task: Predict the product of the given reaction. The product is: [CH3:8][O:9][C:10]1[C:15]([CH2:16][N:17]2[CH2:22][CH2:21][C:20](=[CH:3][C:2]([O:1][CH2:5][CH3:4])=[O:24])[CH2:19][CH2:18]2)=[CH:14][CH:13]=[CH:12][N:11]=1. Given the reactants [O:1]1[CH2:5][CH2:4][CH2:3][CH2:2]1.[H-].[Na+].[CH3:8][O:9][C:10]1[C:15]([CH2:16][N:17]2[CH2:22][CH2:21][C:20](=O)[CH2:19][CH2:18]2)=[CH:14][CH:13]=[CH:12][N:11]=1.[OH2:24], predict the reaction product.